From a dataset of Full USPTO retrosynthesis dataset with 1.9M reactions from patents (1976-2016). Predict the reactants needed to synthesize the given product. (1) Given the product [CH3:1][C:2]1[CH:7]=[C:6]([N+:8]([O-:10])=[O:9])[CH:5]=[CH:4][C:3]=1[N:11]=[C:12]1[N:16]([CH2:25][CH:21]2[CH2:24][CH2:23][CH2:22]2)[C@@H:15]([CH2:17][CH:18]([CH3:20])[CH3:19])[CH2:14][S:13]1, predict the reactants needed to synthesize it. The reactants are: [CH3:1][C:2]1[CH:7]=[C:6]([N+:8]([O-:10])=[O:9])[CH:5]=[CH:4][C:3]=1[N:11]=[C:12]1[NH:16][C@@H:15]([CH2:17][CH:18]([CH3:20])[CH3:19])[CH2:14][S:13]1.[CH:21]1([CH2:25]Br)[CH2:24][CH2:23][CH2:22]1. (2) Given the product [CH2:15]([NH:22][CH:2]1[CH2:7][CH2:6][N:5]([C:8]([O:10][C:11]([CH3:14])([CH3:13])[CH3:12])=[O:9])[CH2:4][CH2:3]1)[C:16]1[CH:21]=[CH:20][CH:19]=[CH:18][CH:17]=1, predict the reactants needed to synthesize it. The reactants are: O=[C:2]1[CH2:7][CH2:6][N:5]([C:8]([O:10][C:11]([CH3:14])([CH3:13])[CH3:12])=[O:9])[CH2:4][CH2:3]1.[CH2:15]([NH2:22])[C:16]1[CH:21]=[CH:20][CH:19]=[CH:18][CH:17]=1.CC(O)=O.[BH3-]C#N.[Na+]. (3) Given the product [NH2:15][C@H:7]1[C:8]2[C:13](=[CH:12][CH:11]=[C:10]([Br:14])[CH:9]=2)[N:4]([C:1](=[O:3])[CH3:2])[C@@H:5]([CH3:27])[C@@H:6]1[CH3:26], predict the reactants needed to synthesize it. The reactants are: [C:1]([N:4]1[C:13]2[C:8](=[CH:9][C:10]([Br:14])=[CH:11][CH:12]=2)[C@H:7]([NH:15]C(=O)OCC2C=CC=CC=2)[C@@H:6]([CH3:26])[C@@H:5]1[CH3:27])(=[O:3])[CH3:2].[OH-].[K+]. (4) Given the product [C:1]([O:12][CH2:11][CH2:10][C:9]1[CH:13]=[CH:14][C:6]([Br:5])=[CH:7][CH:8]=1)(=[O:3])[CH3:2], predict the reactants needed to synthesize it. The reactants are: [C:1](Cl)(=[O:3])[CH3:2].[Br:5][C:6]1[CH:14]=[CH:13][C:9]([CH2:10][CH2:11][OH:12])=[CH:8][CH:7]=1.C(N(CC)CC)C. (5) The reactants are: C(Cl)(=O)C(Cl)=O.CS(C)=O.[N:11]([CH2:14][CH2:15][C:16]([CH3:21])([CH3:20])[CH2:17][CH2:18][OH:19])=[N+:12]=[N-:13].C(N(CC)CC)C. Given the product [N:11]([CH2:14][CH2:15][C:16]([CH3:21])([CH3:20])[CH2:17][CH:18]=[O:19])=[N+:12]=[N-:13], predict the reactants needed to synthesize it.